From a dataset of Full USPTO retrosynthesis dataset with 1.9M reactions from patents (1976-2016). Predict the reactants needed to synthesize the given product. (1) Given the product [C:8]1([C:4]2[CH:3]=[C:2]([Si:20]([C:27]3[CH:28]=[CH:29][CH:30]=[CH:31][CH:32]=3)([C:33]3[CH:38]=[CH:37][CH:36]=[CH:35][CH:34]=3)[C:21]3[CH:22]=[CH:23][CH:24]=[CH:25][CH:26]=3)[CH:7]=[CH:6][N:5]=2)[CH:13]=[CH:12][CH:11]=[CH:10][CH:9]=1, predict the reactants needed to synthesize it. The reactants are: Br[C:2]1[CH:7]=[CH:6][N:5]=[C:4]([C:8]2[CH:13]=[CH:12][CH:11]=[CH:10][CH:9]=2)[CH:3]=1.C([Li])CCC.Cl[Si:20]([C:33]1[CH:38]=[CH:37][CH:36]=[CH:35][CH:34]=1)([C:27]1[CH:32]=[CH:31][CH:30]=[CH:29][CH:28]=1)[C:21]1[CH:26]=[CH:25][CH:24]=[CH:23][CH:22]=1. (2) Given the product [CH:12]1([CH2:41][C:40]2[N:36]([S:33](=[O:35])(=[O:34])[N:32]([CH3:50])[CH3:31])[C:37]([Si:43]([C:46]([CH3:49])([CH3:48])[CH3:47])([CH3:45])[CH3:44])=[N:38][CH:39]=2)[CH2:17][CH2:16][CH2:15][CH2:14][CH2:13]1, predict the reactants needed to synthesize it. The reactants are: CN(C)S(N1C(S[C:12]2[CH:17]=[CH:16][CH:15]=[CH:14][CH:13]=2)=CN=C1[Si](C(C)(C)C)(C)C)(=O)=O.[Li]CCCC.[CH3:31][N:32]([CH3:50])[S:33]([N:36]1[C:40]([CH:41]=O)=[CH:39][N:38]=[C:37]1[Si:43]([C:46]([CH3:49])([CH3:48])[CH3:47])([CH3:45])[CH3:44])(=[O:35])=[O:34].C(OCC)(=O)C.CCCCCC. (3) Given the product [Br:1][C:2]1[S:6][C:5]([Cl:7])=[C:4]([CH2:8][C:9]2[CH:14]=[CH:13][C:12]([O:15][CH2:17][CH2:18][CH3:19])=[CH:11][CH:10]=2)[CH:3]=1, predict the reactants needed to synthesize it. The reactants are: [Br:1][C:2]1[S:6][C:5]([Cl:7])=[C:4]([CH2:8][C:9]2[CH:14]=[CH:13][C:12]([OH:15])=[CH:11][CH:10]=2)[CH:3]=1.I[CH2:17][CH2:18][CH3:19].C([O-])([O-])=O.[Cs+].[Cs+]. (4) The reactants are: [Br:1][C:2]1[CH:3]=[C:4]([C:7]([NH:9][C@@:10]2([C:20]3[CH:25]=[CH:24][C:23]([O:26][C:27]([F:30])([F:29])[F:28])=[C:22]([F:31])[CH:21]=3)[C:15]3=[N:16][CH:17]=[CH:18][CH:19]=[C:14]3[O:13][CH2:12][CH2:11]2)=[O:8])[NH:5][CH:6]=1.[C:32]([O-])([O-])=O.[Cs+].[Cs+].IC.O. Given the product [Br:1][C:2]1[CH:3]=[C:4]([C:7]([NH:9][C@@:10]2([C:20]3[CH:25]=[CH:24][C:23]([O:26][C:27]([F:30])([F:28])[F:29])=[C:22]([F:31])[CH:21]=3)[C:15]3=[N:16][CH:17]=[CH:18][CH:19]=[C:14]3[O:13][CH2:12][CH2:11]2)=[O:8])[N:5]([CH3:32])[CH:6]=1, predict the reactants needed to synthesize it. (5) Given the product [Br:1][C:2]1[CH:6]=[CH:5][S:4][C:3]=1[C:7]1[N:9]=[C:22]([C:23]2[CH:15]=[CH:16][C:12]([Cl:19])=[CH:13][CH:17]=2)[O:24][N:8]=1, predict the reactants needed to synthesize it. The reactants are: [Br:1][C:2]1[CH:6]=[CH:5][S:4][C:3]=1[C:7](=[N:9]O)[NH2:8].Br[C:12]1[CH:16]=[CH:15]S[C:13]=1[C:17]#N.[ClH:19].NO.[CH2:22]([OH:24])[CH3:23].